Dataset: Peptide-MHC class II binding affinity with 134,281 pairs from IEDB. Task: Regression. Given a peptide amino acid sequence and an MHC pseudo amino acid sequence, predict their binding affinity value. This is MHC class II binding data. (1) The peptide sequence is VRVDMVRHRIKEHML. The MHC is DRB1_0301 with pseudo-sequence DRB1_0301. The binding affinity (normalized) is 0.787. (2) The peptide sequence is IAPIMFSNKMARLGK. The MHC is DRB1_1101 with pseudo-sequence DRB1_1101. The binding affinity (normalized) is 0.543. (3) The binding affinity (normalized) is 0. The MHC is DRB1_0301 with pseudo-sequence DRB1_0301. The peptide sequence is CCRCGARGPESRLL. (4) The peptide sequence is FDPYGATISATPEKA. The MHC is HLA-DQA10101-DQB10501 with pseudo-sequence HLA-DQA10101-DQB10501. The binding affinity (normalized) is 0. (5) The binding affinity (normalized) is 0.858. The MHC is HLA-DPA10301-DPB10402 with pseudo-sequence HLA-DPA10301-DPB10402. The peptide sequence is KRHRLIGAVVLAVSV. (6) The peptide sequence is AAEILRPAKRFPPALPIWAR. The MHC is DRB4_0101 with pseudo-sequence DRB4_0103. The binding affinity (normalized) is 0.0855.